Dataset: Full USPTO retrosynthesis dataset with 1.9M reactions from patents (1976-2016). Task: Predict the reactants needed to synthesize the given product. Given the product [Br:1][C:2]1[CH:3]=[C:4]([CH:9]=[C:10]([NH:13][C:14]([O:16][C:17]([CH3:20])([CH3:19])[CH3:18])=[O:15])[C:11]=1[Cl:12])[C:5]([OH:7])=[O:6], predict the reactants needed to synthesize it. The reactants are: [Br:1][C:2]1[CH:3]=[C:4]([CH:9]=[C:10]([NH:13][C:14]([O:16][C:17]([CH3:20])([CH3:19])[CH3:18])=[O:15])[C:11]=1[Cl:12])[C:5]([O:7]C)=[O:6].[Li+].[OH-].